Dataset: Forward reaction prediction with 1.9M reactions from USPTO patents (1976-2016). Task: Predict the product of the given reaction. Given the reactants [CH3:1][O:2][C:3]1[CH:8]=[C:7]([O:9][CH:10]2[CH2:15][CH2:14][N:13]([CH3:16])[CH2:12][CH2:11]2)[CH:6]=[CH:5][C:4]=1[NH2:17].CS([C:21]1[N:26]=[CH:25][C:24]2=[CH:27][CH:28]=[C:29]([C:30]3[CH:35]=[CH:34][CH:33]=[CH:32][C:31]=3[N:36]([CH3:41])[S:37]([CH3:40])(=[O:39])=[O:38])[N:23]2[N:22]=1)=O, predict the reaction product. The product is: [CH3:1][O:2][C:3]1[CH:8]=[C:7]([O:9][CH:10]2[CH2:15][CH2:14][N:13]([CH3:16])[CH2:12][CH2:11]2)[CH:6]=[CH:5][C:4]=1[NH:17][C:21]1[N:26]=[CH:25][C:24]2=[CH:27][CH:28]=[C:29]([C:30]3[CH:35]=[CH:34][CH:33]=[CH:32][C:31]=3[N:36]([CH3:41])[S:37]([CH3:40])(=[O:39])=[O:38])[N:23]2[N:22]=1.